Dataset: Catalyst prediction with 721,799 reactions and 888 catalyst types from USPTO. Task: Predict which catalyst facilitates the given reaction. (1) Reactant: [Br:1][C:2]1[CH:7]=[CH:6][C:5]([OH:8])=[CH:4][C:3]=1[CH2:9][N:10]([CH3:12])[CH3:11].[CH2:13](Br)[C:14]1[CH:19]=[CH:18][CH:17]=[CH:16][CH:15]=1.C(=O)([O-])[O-].[K+].[K+]. Product: [CH2:13]([O:8][C:5]1[CH:6]=[CH:7][C:2]([Br:1])=[C:3]([CH2:9][N:10]([CH3:12])[CH3:11])[CH:4]=1)[C:14]1[CH:19]=[CH:18][CH:17]=[CH:16][CH:15]=1. The catalyst class is: 3. (2) Reactant: [CH2:1]([C:5]1[O:9][N:8]=[C:7]([C:10](F)=[O:11])[C:6]=1[C:13]([F:16])([F:15])[F:14])[CH:2]([CH3:4])[CH3:3].O[N:18]=[C:19]([C:21]1[CH:38]=[CH:37][C:24]([CH2:25][N:26]2[CH2:29][CH:28]([C:30]([O:32][C:33]([CH3:36])([CH3:35])[CH3:34])=[O:31])[CH2:27]2)=[CH:23][CH:22]=1)[NH2:20].CCN(C(C)C)C(C)C. Product: [CH2:1]([C:5]1[O:9][N:8]=[C:7]([C:10]2[O:11][N:20]=[C:19]([C:21]3[CH:22]=[CH:23][C:24]([CH2:25][N:26]4[CH2:27][CH:28]([C:30]([O:32][C:33]([CH3:34])([CH3:36])[CH3:35])=[O:31])[CH2:29]4)=[CH:37][CH:38]=3)[N:18]=2)[C:6]=1[C:13]([F:16])([F:15])[F:14])[CH:2]([CH3:4])[CH3:3]. The catalyst class is: 245. (3) Reactant: [Br:1][C:2]1[CH:7]=[CH:6][C:5]([NH:8][C:9](=O)C(F)(F)F)=[C:4]([N+:15]([O-:17])=[O:16])[C:3]=1[F:18].C1(P(C2C=CC=CC=2)C2C=CC=CC=2)C=CC=CC=1.CO.N(C(OC(C)C)=O)=NC(OC(C)C)=O. Product: [Br:1][C:2]1[CH:7]=[CH:6][C:5]([NH:8][CH3:9])=[C:4]([N+:15]([O-:17])=[O:16])[C:3]=1[F:18]. The catalyst class is: 7.